From a dataset of Full USPTO retrosynthesis dataset with 1.9M reactions from patents (1976-2016). Predict the reactants needed to synthesize the given product. Given the product [Cl:42][C:28]1[CH:27]=[C:26]([NH:25][C:23]2[C:24]3[N:16]([CH2:15][CH2:14][O:13][CH2:12][CH2:11][OH:10])[CH:17]=[CH:18][C:19]=3[N:20]=[CH:21][N:22]=2)[CH:41]=[CH:40][C:29]=1[O:30][C:31]1[CH:32]=[C:33]([CH:37]=[CH:38][CH:39]=1)[C:34]([NH:48][CH2:47][CH2:46][C:45]([F:50])([F:49])[F:44])=[O:36], predict the reactants needed to synthesize it. The reactants are: Cl.C([O:10][CH2:11][CH2:12][O:13][CH2:14][CH2:15][N:16]1[C:24]2[C:23]([NH:25][C:26]3[CH:41]=[CH:40][C:29]([O:30][C:31]4[CH:32]=[C:33]([CH:37]=[CH:38][CH:39]=4)[C:34]([OH:36])=O)=[C:28]([Cl:42])[CH:27]=3)=[N:22][CH:21]=[N:20][C:19]=2[CH:18]=[CH:17]1)(=O)C1C=CC=CC=1.Cl.[F:44][C:45]([F:50])([F:49])[CH2:46][CH2:47][NH2:48].Cl.C(N=C=NCCCN(C)C)C.ON1C2C=CC=CC=2N=N1.[OH-].[Na+].